This data is from Forward reaction prediction with 1.9M reactions from USPTO patents (1976-2016). The task is: Predict the product of the given reaction. (1) Given the reactants Br[CH2:2][C:3]1[S:11][C:10]2[C:9]([N:12]3[CH2:17][CH2:16][O:15][CH2:14][CH2:13]3)=[N:8][C:7]([Cl:18])=[N:6][C:5]=2[CH:4]=1.[C:19]([O:23][C:24]([N:26]1[CH2:30][CH2:29][CH2:28][CH:27]1[CH2:31][NH:32][CH3:33])=[O:25])([CH3:22])([CH3:21])[CH3:20].C(=O)([O-])[O-].[K+].[K+], predict the reaction product. The product is: [C:19]([O:23][C:24]([N:26]1[CH2:30][CH2:29][CH2:28][CH:27]1[CH2:31][N:32]([CH2:2][C:3]1[S:11][C:10]2[C:9]([N:12]3[CH2:17][CH2:16][O:15][CH2:14][CH2:13]3)=[N:8][C:7]([Cl:18])=[N:6][C:5]=2[CH:4]=1)[CH3:33])=[O:25])([CH3:22])([CH3:21])[CH3:20]. (2) Given the reactants [Br:1][C:2]1[CH:3]=[N:4][C:5]2[N:6]([N:8]=[C:9]([C:11]([N:13]3[CH2:18][CH2:17][C:16]4[CH:19]=[CH:20][NH:21][C:15]=4[CH:14]3[CH3:22])=[O:12])[CH:10]=2)[CH:7]=1.[NH:23]1[CH:27]=[N:26][N:25]=[N:24]1, predict the reaction product. The product is: [Br:1][C:2]1[CH:3]=[N:4][C:5]2[N:6]([N:8]=[C:9]([C:11]([N:13]3[CH2:18][CH2:17][C:16]4[CH:19]=[CH:20][N:21]([C:27]5[NH:26][N:25]=[N:24][N:23]=5)[C:15]=4[CH:14]3[CH3:22])=[O:12])[CH:10]=2)[CH:7]=1.